This data is from Forward reaction prediction with 1.9M reactions from USPTO patents (1976-2016). The task is: Predict the product of the given reaction. (1) The product is: [CH2:13]([N:17]([CH2:18][C:19]1[O:23][N:22]=[C:21]([C:24]2[CH:29]=[CH:28][C:27]([CH3:30])=[CH:26][CH:25]=2)[N:20]=1)[C:9](=[O:10])[CH2:8][O:7][C:4]1[CH:5]=[CH:6][C:1]([CH3:12])=[CH:2][CH:3]=1)[CH:14]([CH3:16])[CH3:15]. Given the reactants [C:1]1([CH3:12])[CH:6]=[CH:5][C:4]([O:7][CH2:8][C:9](Cl)=[O:10])=[CH:3][CH:2]=1.[CH2:13]([NH:17][CH2:18][C:19]1[O:23][N:22]=[C:21]([C:24]2[CH:29]=[CH:28][C:27]([CH3:30])=[CH:26][CH:25]=2)[N:20]=1)[CH:14]([CH3:16])[CH3:15].C(N(CC)CC)C, predict the reaction product. (2) Given the reactants [NH2:1][C@H:2]1[CH2:7][CH2:6][CH2:5][CH2:4][C@H:3]1[NH:8][C:9](=[O:22])[C:10]1[CH:15]=[CH:14][C:13]([C:16]([F:19])([F:18])[F:17])=[CH:12][C:11]=1[S:20][CH3:21].C(=O)([O-])[O-].[K+].[K+].Br[CH2:30][CH2:31][O:32][CH2:33][CH2:34]Br, predict the reaction product. The product is: [CH3:21][S:20][C:11]1[CH:12]=[C:13]([C:16]([F:18])([F:19])[F:17])[CH:14]=[CH:15][C:10]=1[C:9]([NH:8][C@@H:3]1[CH2:4][CH2:5][CH2:6][CH2:7][C@@H:2]1[N:1]1[CH2:34][CH2:33][O:32][CH2:31][CH2:30]1)=[O:22]. (3) Given the reactants [OH:1][CH2:2][C@@H:3]1[NH:7][C:6](=[O:8])[CH2:5][CH2:4]1.CS(Cl)(=O)=O.[N:14]1[CH:19]=[CH:18][CH:17]=[CH:16][C:15]=1[C:20]1[C:21]([C:28]2[C:37]3[C:32](=[CH:33][C:34](O)=[CH:35][CH:36]=3)[N:31]=[CH:30][CH:29]=2)=[C:22]2[CH2:27][CH2:26][CH2:25][N:23]2[N:24]=1, predict the reaction product. The product is: [N:14]1[CH:19]=[CH:18][CH:17]=[CH:16][C:15]=1[C:20]1[C:21]([C:28]2[C:37]3[C:32](=[CH:33][C:34]([O:1][CH2:2][CH:3]4[NH:7][C:6](=[O:8])[CH2:5][CH2:4]4)=[CH:35][CH:36]=3)[N:31]=[CH:30][CH:29]=2)=[C:22]2[CH2:27][CH2:26][CH2:25][N:23]2[N:24]=1. (4) Given the reactants C([O-])=O.[NH4+].C([O:12][C:13]1[CH:18]=[CH:17][C:16]([CH2:19][CH2:20][N:21]2[C:25]3=[N:26][C:27]([N:31]4[CH2:37][CH:36]5[O:38][CH:33]([CH2:34][CH2:35]5)[CH2:32]4)=[CH:28][C:29](=[O:30])[N:24]3[CH2:23][C@@:22]2([CH3:43])[C:39]([F:42])([F:41])[F:40])=[CH:15][CH:14]=1)C1C=CC=CC=1, predict the reaction product. The product is: [OH:12][C:13]1[CH:18]=[CH:17][C:16]([CH2:19][CH2:20][N:21]2[C:25]3=[N:26][C:27]([N:31]4[CH2:32][CH:33]5[O:38][CH:36]([CH2:35][CH2:34]5)[CH2:37]4)=[CH:28][C:29](=[O:30])[N:24]3[CH2:23][C@@:22]2([CH3:43])[C:39]([F:42])([F:41])[F:40])=[CH:15][CH:14]=1. (5) Given the reactants N(C1COC(CC(OC)OC)OC1)=[N+]=[N-].O.[C:17]([OH:23])([C:19]([F:22])([F:21])[F:20])=[O:18].[CH:24]([Cl:27])([Cl:26])[Cl:25], predict the reaction product. The product is: [C:17]([OH:23])([C:19]([F:22])([F:21])[F:20])=[O:18].[CH:24]([Cl:27])([Cl:26])[Cl:25].